Dataset: Forward reaction prediction with 1.9M reactions from USPTO patents (1976-2016). Task: Predict the product of the given reaction. Given the reactants [CH:1]1([S:4]([O-:6])=[O:5])[CH2:3][CH2:2]1.[Na+].[Cl:8][C:9]1[N:14]=[C:13]([CH2:15]I)[CH:12]=[C:11]([N:17]2[CH2:22][CH2:21][O:20][CH2:19][C@@H:18]2[CH3:23])[N:10]=1, predict the reaction product. The product is: [Cl:8][C:9]1[N:14]=[C:13]([CH2:15][S:4]([CH:1]2[CH2:3][CH2:2]2)(=[O:6])=[O:5])[CH:12]=[C:11]([N:17]2[CH2:22][CH2:21][O:20][CH2:19][C@@H:18]2[CH3:23])[N:10]=1.